Predict the reactants needed to synthesize the given product. From a dataset of Full USPTO retrosynthesis dataset with 1.9M reactions from patents (1976-2016). (1) Given the product [CH:12]1([C:15]2[N:16]=[CH:17][C:18]([O:21][C@H:22]3[CH2:31][N:25]4[CH2:26][CH2:27][N:28]([C:2]5[CH:7]=[CH:6][CH:5]=[C:4]([C:8]([F:11])([F:10])[F:9])[N:3]=5)[C:29](=[O:30])[C@@H:24]4[CH2:23]3)=[N:19][CH:20]=2)[CH2:14][CH2:13]1, predict the reactants needed to synthesize it. The reactants are: Br[C:2]1[CH:7]=[CH:6][CH:5]=[C:4]([C:8]([F:11])([F:10])[F:9])[N:3]=1.[CH:12]1([C:15]2[N:16]=[CH:17][C:18]([O:21][CH:22]3[CH2:31][N:25]4[CH2:26][CH2:27][NH:28][C:29](=[O:30])[CH:24]4[CH2:23]3)=[N:19][CH:20]=2)[CH2:14][CH2:13]1.C1(P(C2C=CC=CC=2)C2C3OC4C(=CC=CC=4P(C4C=CC=CC=4)C4C=CC=CC=4)C(C)(C)C=3C=CC=2)C=CC=CC=1.C(=O)([O-])[O-].[Cs+].[Cs+]. (2) Given the product [Br:25][C:26]1[CH:31]=[CH:30][C:29]([S:32]([NH:14][C:13]2[CH:15]=[C:9]([N:4]3[CH2:3][C@H:2]([CH3:1])[NH:7][C@H:6]([CH3:8])[CH2:5]3)[CH:10]=[CH:11][C:12]=2[O:16][CH3:17])(=[O:34])=[O:33])=[CH:28][C:27]=1[F:36], predict the reactants needed to synthesize it. The reactants are: [CH3:1][C@H:2]1[NH:7][C@@H:6]([CH3:8])[CH2:5][N:4]([C:9]2[CH:10]=[CH:11][C:12]([O:16][CH3:17])=[C:13]([CH:15]=2)[NH2:14])[CH2:3]1.CN1CCOCC1.[Br:25][C:26]1[CH:31]=[CH:30][C:29]([S:32](Cl)(=[O:34])=[O:33])=[CH:28][C:27]=1[F:36]. (3) Given the product [CH2:31]([N:33]([CH3:34])[C:8]([NH:9][CH2:10][C:11]1[CH:16]=[CH:15][CH:14]=[CH:13][C:12]=1[S:17][C:18]1[CH:19]=[CH:20][C:21]2[N:22]([C:24]([CH:27]([CH3:28])[CH3:29])=[N:25][N:26]=2)[CH:23]=1)=[O:7])[CH3:32], predict the reactants needed to synthesize it. The reactants are: C1([O:7][C:8](=O)[NH:9][CH2:10][C:11]2[CH:16]=[CH:15][CH:14]=[CH:13][C:12]=2[S:17][C:18]2[CH:19]=[CH:20][C:21]3[N:22]([C:24]([CH:27]([CH3:29])[CH3:28])=[N:25][N:26]=3)[CH:23]=2)C=CC=CC=1.[CH2:31]([NH:33][CH3:34])[CH3:32]. (4) Given the product [CH3:31][N:32]1[CH2:33][CH2:34][N:35]([CH2:38][CH2:39][CH2:40][NH:41][C:42]2[CH:43]=[CH:44][C:45]([NH:48][CH:2]=[C:3]3[C:11]4[C:6](=[CH:7][C:8]([C:12]([C:14]5[CH:15]=[C:16]([NH:20][C:21]([C:23]6[N:24]([CH3:29])[N:25]=[C:26]([CH3:28])[CH:27]=6)=[O:22])[CH:17]=[CH:18][CH:19]=5)=[O:13])=[CH:9][CH:10]=4)[NH:5][C:4]3=[O:30])=[CH:46][CH:47]=2)[CH2:36][CH2:37]1, predict the reactants needed to synthesize it. The reactants are: O[CH:2]=[C:3]1[C:11]2[C:6](=[CH:7][C:8]([C:12]([C:14]3[CH:15]=[C:16]([NH:20][C:21]([C:23]4[N:24]([CH3:29])[N:25]=[C:26]([CH3:28])[CH:27]=4)=[O:22])[CH:17]=[CH:18][CH:19]=3)=[O:13])=[CH:9][CH:10]=2)[NH:5][C:4]1=[O:30].[CH3:31][N:32]1[CH2:37][CH2:36][N:35]([CH2:38][CH2:39][CH2:40][NH:41][C:42]2[CH:47]=[CH:46][C:45]([NH2:48])=[CH:44][CH:43]=2)[CH2:34][CH2:33]1.